Dataset: Catalyst prediction with 721,799 reactions and 888 catalyst types from USPTO. Task: Predict which catalyst facilitates the given reaction. (1) Reactant: [C:1]1([C:7]2[O:11][N:10]=[C:9]([CH:12]([C:14]3[CH:19]=[C:18]([O:20][CH3:21])[C:17]([O:22][CH3:23])=[C:16]([O:24][CH3:25])[CH:15]=3)[OH:13])[CH:8]=2)[CH:6]=[CH:5][CH:4]=[CH:3][CH:2]=1.CC(OI1(OC(C)=O)(OC(C)=O)OC(=O)C2C=CC=CC1=2)=O. Product: [C:1]1([C:7]2[O:11][N:10]=[C:9]([C:12]([C:14]3[CH:19]=[C:18]([O:20][CH3:21])[C:17]([O:22][CH3:23])=[C:16]([O:24][CH3:25])[CH:15]=3)=[O:13])[CH:8]=2)[CH:6]=[CH:5][CH:4]=[CH:3][CH:2]=1. The catalyst class is: 2. (2) Reactant: O.[NH2:2]N.[CH3:4][O:5][C:6]1[CH:23]=[CH:22][C:9]([CH2:10][N:11]2[CH:15]=[C:14]([N+:16]([O-:18])=[O:17])[C:13]([N+:19]([O-])=O)=[N:12]2)=[CH:8][CH:7]=1. Product: [CH3:4][O:5][C:6]1[CH:23]=[CH:22][C:9]([CH2:10][N:11]2[CH:15]=[C:14]([N+:16]([O-:18])=[O:17])[C:13]([NH:19][NH2:2])=[N:12]2)=[CH:8][CH:7]=1. The catalyst class is: 32.